Dataset: Forward reaction prediction with 1.9M reactions from USPTO patents (1976-2016). Task: Predict the product of the given reaction. (1) Given the reactants F[C:2]1[CH:7]=[CH:6][C:5]([NH:8][C:9](=[O:16])[C:10]2[CH:15]=[CH:14][CH:13]=[CH:12][CH:11]=2)=[CH:4][C:3]=1[N+:17]([O-:19])=[O:18].[C:20]([NH:27][C:28]1[CH:33]=[CH:32][C:31]([OH:34])=[CH:30][CH:29]=1)([O:22][C:23]([CH3:26])([CH3:25])[CH3:24])=[O:21].[OH-].[K+].O, predict the reaction product. The product is: [C:23]([O:22][C:20](=[O:21])[NH:27][C:28]1[CH:29]=[CH:30][C:31]([O:34][C:2]2[CH:7]=[CH:6][C:5]([NH:8][C:9](=[O:16])[C:10]3[CH:15]=[CH:14][CH:13]=[CH:12][CH:11]=3)=[CH:4][C:3]=2[N+:17]([O-:19])=[O:18])=[CH:32][CH:33]=1)([CH3:26])([CH3:24])[CH3:25]. (2) Given the reactants [OH-].[Na+].[CH:3]1([C:6]2[C:11]([C:12]3[CH:17]=[CH:16][C:15]([F:18])=[CH:14][CH:13]=3)=[C:10]([F:19])[C:9]([O:20][CH2:21][CH3:22])=[C:8]([CH2:23][N:24]3[CH2:27][C:26]4([CH2:31][C:30]([N:32]5[CH2:37][CH2:36][CH:35]([C:38]([O:40]CC)=[O:39])[CH2:34][CH2:33]5)=[N:29][O:28]4)[CH2:25]3)[CH:7]=2)[CH2:5][CH2:4]1, predict the reaction product. The product is: [CH:3]1([C:6]2[C:11]([C:12]3[CH:17]=[CH:16][C:15]([F:18])=[CH:14][CH:13]=3)=[C:10]([F:19])[C:9]([O:20][CH2:21][CH3:22])=[C:8]([CH2:23][N:24]3[CH2:27][C:26]4([CH2:31][C:30]([N:32]5[CH2:33][CH2:34][CH:35]([C:38]([OH:40])=[O:39])[CH2:36][CH2:37]5)=[N:29][O:28]4)[CH2:25]3)[CH:7]=2)[CH2:4][CH2:5]1. (3) Given the reactants [F:1][C:2]([F:15])([F:14])[O:3][C:4]1[CH:13]=[CH:12][C:7]([C:8]([NH:10][NH2:11])=O)=[CH:6][CH:5]=1.I.CS[C:19](=[NH:28])[NH:20][C:21]1[CH:26]=[CH:25][C:24]([OH:27])=[CH:23][CH:22]=1, predict the reaction product. The product is: [F:1][C:2]([F:15])([F:14])[O:3][C:4]1[CH:13]=[CH:12][C:7]([C:8]2[NH:28][C:19]([NH:20][C:21]3[CH:26]=[CH:25][C:24]([OH:27])=[CH:23][CH:22]=3)=[N:11][N:10]=2)=[CH:6][CH:5]=1. (4) Given the reactants [NH2:1][C:2]1[CH:7]=[CH:6][C:5]([OH:8])=[C:4]([CH3:9])[CH:3]=1.Cl[C:11]1[N:12]=[N:13][CH:14]=[CH:15][CH:16]=1.C(=O)([O-])[O-].[K+].[K+], predict the reaction product. The product is: [CH3:9][C:4]1[CH:3]=[C:2]([CH:7]=[CH:6][C:5]=1[O:8][C:11]1[N:12]=[N:13][CH:14]=[CH:15][CH:16]=1)[NH2:1]. (5) Given the reactants CS(C)=O.C(Cl)(=O)C(Cl)=O.C(=O)=O.CC(C)=O.[OH:18][CH2:19][C@@H:20]1[CH2:24][C:23]([CH3:25])=[CH:22][N:21]1[C:26]([C:28]1[CH:33]=[C:32]([O:34][CH3:35])[C:31]([O:36][Si:37]([CH:44]([CH3:46])[CH3:45])([CH:41]([CH3:43])[CH3:42])[CH:38]([CH3:40])[CH3:39])=[CH:30][C:29]=1[NH:47][C:48]([O:50][CH2:51][C:52]1[CH:57]=[CH:56][C:55]([NH:58][NH:59][CH:60]([CH3:76])[C:61]([NH:63][CH:64]([CH:73]([CH3:75])[CH3:74])[C:65](=[O:72])[C:66]([O:68][CH2:69][CH:70]=[CH2:71])=[O:67])=[O:62])=[CH:54][CH:53]=1)=[O:49])=[O:27].C(N(CC)CC)C, predict the reaction product. The product is: [OH:18][C@@H:19]1[N:47]([C:48]([O:50][CH2:51][C:52]2[CH:53]=[CH:54][C:55]([NH:58][NH:59][CH:60]([CH3:76])[C:61]([NH:63][CH:64]([CH:73]([CH3:75])[CH3:74])[C:65](=[O:72])[C:66]([O:68][CH2:69][CH:70]=[CH2:71])=[O:67])=[O:62])=[CH:56][CH:57]=2)=[O:49])[C:29]2[CH:30]=[C:31]([O:36][Si:37]([CH:41]([CH3:42])[CH3:43])([CH:44]([CH3:45])[CH3:46])[CH:38]([CH3:40])[CH3:39])[C:32]([O:34][CH3:35])=[CH:33][C:28]=2[C:26](=[O:27])[N:21]2[CH:22]=[C:23]([CH3:25])[CH2:24][C@@H:20]12.